This data is from Full USPTO retrosynthesis dataset with 1.9M reactions from patents (1976-2016). The task is: Predict the reactants needed to synthesize the given product. (1) Given the product [Br-:10].[N:11]1[CH:16]=[CH:15][C:14]([C:17]2[CH:22]=[CH:21][N+:20]([CH2:9][CH2:8][CH2:7][C:1]3[CH:6]=[CH:5][CH:4]=[CH:3][CH:2]=3)=[CH:19][CH:18]=2)=[CH:13][CH:12]=1, predict the reactants needed to synthesize it. The reactants are: [C:1]1([CH2:7][CH2:8][CH2:9][Br:10])[CH:6]=[CH:5][CH:4]=[CH:3][CH:2]=1.[N:11]1[CH:16]=[CH:15][C:14]([C:17]2[CH:22]=[CH:21][N:20]=[CH:19][CH:18]=2)=[CH:13][CH:12]=1. (2) Given the product [NH2:1][C:2]1[C:3]2[N:4]([C:8]([C@@H:12]3[CH2:20][CH2:19][C@@H:18]4[N:14]([C:15](=[O:21])[CH2:16][CH2:17]4)[CH2:13]3)=[N:9][C:10]=2[C:25]2[CH:26]=[CH:27][C:28]([C:30]([NH:31][C:32]3[CH:37]=[C:36]([C:38]([F:41])([F:39])[F:40])[CH:35]=[CH:34][N:33]=3)=[O:42])=[CH:29][C:24]=2[O:23][CH3:22])[CH:5]=[CH:6][N:7]=1, predict the reactants needed to synthesize it. The reactants are: [NH2:1][C:2]1[C:3]2[N:4]([C:8]([C@@H:12]3[CH2:20][CH2:19][C@@H:18]4[N:14]([C:15](=[O:21])[CH2:16][CH2:17]4)[CH2:13]3)=[N:9][C:10]=2Br)[CH:5]=[CH:6][N:7]=1.[CH3:22][O:23][C:24]1[CH:29]=[C:28]([C:30](=[O:42])[NH:31][C:32]2[CH:37]=[C:36]([C:38]([F:41])([F:40])[F:39])[CH:35]=[CH:34][N:33]=2)[CH:27]=[CH:26][C:25]=1[B-](F)(F)F.[K+]. (3) Given the product [CH2:1]([N:8]([CH3:9])[C:10]1[CH:15]=[CH:14][C:13]([B:17]2[O:21][C:20]([CH3:23])([CH3:22])[C:19]([CH3:25])([CH3:24])[O:18]2)=[CH:12][CH:11]=1)[C:2]1[CH:7]=[CH:6][CH:5]=[CH:4][CH:3]=1, predict the reactants needed to synthesize it. The reactants are: [CH2:1]([N:8]([C:10]1[CH:15]=[CH:14][C:13](Br)=[CH:12][CH:11]=1)[CH3:9])[C:2]1[CH:7]=[CH:6][CH:5]=[CH:4][CH:3]=1.[B:17]1([B:17]2[O:21][C:20]([CH3:23])([CH3:22])[C:19]([CH3:25])([CH3:24])[O:18]2)[O:21][C:20]([CH3:23])([CH3:22])[C:19]([CH3:25])([CH3:24])[O:18]1.ClCCl.C([O-])(=O)C.[K+]. (4) Given the product [Br:1][C:2]1[CH:3]=[C:4]([CH:9]2[C:18]3[C:13](=[CH:14][CH:15]=[N:16][C:17]=3[S:19][CH3:23])[NH:12][C:11]([CH3:20])=[C:10]2[C:21]#[N:22])[CH:5]=[CH:6][C:7]=1[F:8], predict the reactants needed to synthesize it. The reactants are: [Br:1][C:2]1[CH:3]=[C:4]([CH:9]2[C:18]3[C:17](=[S:19])[NH:16][CH:15]=[CH:14][C:13]=3[NH:12][C:11]([CH3:20])=[C:10]2[C:21]#[N:22])[CH:5]=[CH:6][C:7]=1[F:8].[C:23]([O-])(=O)C.[Na+].IC. (5) Given the product [CH:1]([N:4]1[C:8]([C:9]2[S:10][C:11]3[CH2:12][CH2:13][O:14][C:15]4[CH:22]=[C:21]([CH:23]5[CH2:28][CH2:27][N:26]([CH2:29][CH2:30][OH:31])[CH2:25][CH2:24]5)[CH:20]=[CH:19][C:16]=4[C:17]=3[N:18]=2)=[N:7][CH:6]=[N:5]1)([CH3:3])[CH3:2], predict the reactants needed to synthesize it. The reactants are: [CH:1]([N:4]1[C:8]([C:9]2[S:10][C:11]3[CH2:12][CH2:13][O:14][C:15]4[CH:22]=[C:21]([CH:23]5[CH2:28][CH2:27][N:26]([CH2:29][CH2:30][O:31]C6CCCCO6)[CH2:25][CH2:24]5)[CH:20]=[CH:19][C:16]=4[C:17]=3[N:18]=2)=[N:7][CH:6]=[N:5]1)([CH3:3])[CH3:2].Cl.